Dataset: Forward reaction prediction with 1.9M reactions from USPTO patents (1976-2016). Task: Predict the product of the given reaction. Given the reactants [OH:1][C:2]1[N:7]=[C:6]([CH:8]([CH:11]=O)[C:9]#[N:10])[CH:5]=[CH:4][CH:3]=1.[CH3:13][O:14][C:15]1[CH:16]=[C:17]([C:23]2[CH:27]=[N:26][NH:25][C:24]=2[NH2:28])[CH:18]=[CH:19][C:20]=1[O:21][CH3:22], predict the reaction product. The product is: [NH2:10][C:9]1[N:25]2[N:26]=[CH:27][C:23]([C:17]3[CH:18]=[CH:19][C:20]([O:21][CH3:22])=[C:15]([O:14][CH3:13])[CH:16]=3)=[C:24]2[N:28]=[CH:11][C:8]=1[C:6]1[N:7]=[C:2]([OH:1])[CH:3]=[CH:4][CH:5]=1.